This data is from Forward reaction prediction with 1.9M reactions from USPTO patents (1976-2016). The task is: Predict the product of the given reaction. (1) Given the reactants [F:1][C:2]1[CH:33]=[CH:32][C:5]([NH:6][C:7]([NH:9][C:10]2[CH:31]=[CH:30][C:13]([O:14][C:15]3[C:24]4[C:19](=[CH:20][C:21]([O:28][CH3:29])=[C:22]([C:25]([OH:27])=[O:26])[CH:23]=4)[N:18]=[CH:17][CH:16]=3)=[CH:12][CH:11]=2)=[O:8])=[CH:4][CH:3]=1.Cl.C(N=C=N[CH2:40][CH2:41][CH2:42]N(C)C)C.O.ON1C2C=CC=CC=2N=N1.C(N(CC)CC)C, predict the reaction product. The product is: [F:1][C:2]1[CH:3]=[CH:4][C:5]([NH:6][C:7]([NH:9][C:10]2[CH:31]=[CH:30][C:13]([O:14][C:15]3[C:24]4[C:19](=[CH:20][C:21]([O:28][CH3:29])=[C:22]([C:25]([O:27][CH:41]([CH3:42])[CH3:40])=[O:26])[CH:23]=4)[N:18]=[CH:17][CH:16]=3)=[CH:12][CH:11]=2)=[O:8])=[CH:32][CH:33]=1. (2) Given the reactants O[C:2]1[CH:3]=[C:4]([C:8]2[C:13](=[O:14])[NH:12][C:11]3[N:15]=[CH:16][CH:17]=[CH:18][C:10]=3[N:9]=2)[CH:5]=[CH:6][CH:7]=1.[C:19]([O:22][C:23](=[O:25])[CH3:24])(=O)[CH3:20].C(N([CH2:31][CH3:32])CC)C.[C:33](OCC)(=O)[CH3:34].Cl[CH2:40]Cl, predict the reaction product. The product is: [C:23]([O:22][C:19]1[CH:33]=[C:34]([N:12]2[C:13](=[O:14])[C:8]([CH2:4][C:3]3[CH:2]=[CH:7][CH:6]=[CH:5][CH:40]=3)=[N:9][C:10]3[CH:18]=[CH:17][CH:16]=[N:15][C:11]2=3)[CH:31]=[CH:32][CH:20]=1)(=[O:25])[CH3:24].